From a dataset of Forward reaction prediction with 1.9M reactions from USPTO patents (1976-2016). Predict the product of the given reaction. (1) The product is: [F:30][C:27]([F:29])([F:28])[C:25]1[CH:26]=[C:21]([CH:22]=[C:23]([C:31]([F:34])([F:32])[F:33])[CH:24]=1)[CH2:20][N:17]([CH2:16][C:7]1[CH:8]=[N:9][C:10]2[C:15]([C:6]=1[N:5]([CH2:35][CH:36]1[CH2:37][CH2:38]1)[CH2:4][CH:1]1[CH2:3][CH2:2]1)=[CH:14][CH:13]=[CH:12][CH:11]=2)[C:18]1[N:39]=[N:40][NH:41][N:19]=1. Given the reactants [CH:1]1([CH2:4][N:5]([CH2:35][CH:36]2[CH2:38][CH2:37]2)[C:6]2[C:15]3[C:10](=[CH:11][CH:12]=[CH:13][CH:14]=3)[N:9]=[CH:8][C:7]=2[CH2:16][N:17]([CH2:20][C:21]2[CH:26]=[C:25]([C:27]([F:30])([F:29])[F:28])[CH:24]=[C:23]([C:31]([F:34])([F:33])[F:32])[CH:22]=2)[C:18]#[N:19])[CH2:3][CH2:2]1.[N-:39]=[N+:40]=[N-:41].[Na+].Cl, predict the reaction product. (2) Given the reactants [CH:1]1([NH:11][C:12]([N:14]2[C:22](=[O:23])[C:21]3[C:16](=[N:17][C:18]([Cl:25])=[CH:19][C:20]=3[CH3:24])[NH:15]2)=[O:13])[C:10]2[C:5](=[CH:6][CH:7]=[CH:8][CH:9]=2)[CH2:4][CH2:3][CH2:2]1.IC.N1[CH2:29]CCN2CCCCCC=12, predict the reaction product. The product is: [CH:1]1([NH:11][C:12]([N:14]2[C:22](=[O:23])[C:21]3[C:16](=[N:17][C:18]([Cl:25])=[CH:19][C:20]=3[CH3:24])[N:15]2[CH3:29])=[O:13])[C:10]2[C:5](=[CH:6][CH:7]=[CH:8][CH:9]=2)[CH2:4][CH2:3][CH2:2]1. (3) Given the reactants [NH2:1][C:2]1([CH2:18][O:19][CH2:20][C:21]#[N:22])[C:15]2[C:10](=[N:11][CH:12]=[C:13]([Br:16])[CH:14]=2)[O:9][C:8]2[C:3]1=[CH:4][C:5]([I:17])=[CH:6][CH:7]=2.C[Al](C)C, predict the reaction product. The product is: [Br:16][C:13]1[CH:14]=[C:15]2[C:2]3([N:1]=[C:21]([NH2:22])[CH2:20][O:19][CH2:18]3)[C:3]3[C:8](=[CH:7][CH:6]=[C:5]([I:17])[CH:4]=3)[O:9][C:10]2=[N:11][CH:12]=1.